Predict which catalyst facilitates the given reaction. From a dataset of Catalyst prediction with 721,799 reactions and 888 catalyst types from USPTO. (1) Reactant: Br[C:2]1[C:11]([C@H:12]([O:18][C:19]([CH3:22])([CH3:21])[CH3:20])[C:13]([O:15][CH2:16][CH3:17])=[O:14])=[C:10]([CH3:23])[CH:9]=[C:8]2[C:3]=1[CH:4]=[CH:5][C:6]([CH3:25])=[N+:7]2[O-:24].[C:26]1(B(O)O)[CH2:31][CH2:30][CH2:29][CH2:28][CH:27]=1.C([O-])([O-])=O.[K+].[K+]. Product: [C:19]([O:18][C@@H:12]([C:11]1[C:2]([C:26]2[CH2:31][CH2:30][CH2:29][CH2:28][CH:27]=2)=[C:3]2[C:8](=[CH:9][C:10]=1[CH3:23])[N+:7]([O-:24])=[C:6]([CH3:25])[CH:5]=[CH:4]2)[C:13]([O:15][CH2:16][CH3:17])=[O:14])([CH3:22])([CH3:21])[CH3:20]. The catalyst class is: 104. (2) Reactant: [F:1][C:2]1[CH:15]=[CH:14][C:5]([O:6][C@@H:7]2[CH2:12][CH2:11][C@H:10]([NH2:13])[CH2:9][CH2:8]2)=[CH:4][CH:3]=1.[C:16]12([N:26]=[C:27]=[O:28])[CH2:25][CH:20]3[CH2:21][CH:22]([CH2:24][CH:18]([CH2:19]3)[CH2:17]1)[CH2:23]2.C(N(CC)CC)C.O. Product: [F:1][C:2]1[CH:3]=[CH:4][C:5]([O:6][C@@H:7]2[CH2:8][CH2:9][C@H:10]([NH:13][C:27]([NH:26][C:16]34[CH2:25][CH:20]5[CH2:19][CH:18]([CH2:24][CH:22]([CH2:21]5)[CH2:23]3)[CH2:17]4)=[O:28])[CH2:11][CH2:12]2)=[CH:14][CH:15]=1. The catalyst class is: 3. (3) Reactant: [Cl:1][C:2]1[C:7]([N+:8]([O-])=O)=[CH:6][CH:5]=[CH:4][N:3]=1.[CH:11]([Mg]Br)=[CH2:12]. Product: [Cl:1][C:2]1[N:3]=[CH:4][CH:5]=[C:6]2[C:7]=1[NH:8][CH:12]=[CH:11]2. The catalyst class is: 1. (4) Reactant: [O:1]=[CH:2][CH2:3][C@H:4]1[CH2:15][CH2:14][C:13]2[S:12][C:11]3[N:10]=[CH:9][N:8]=[C:7]([NH:16][CH:17]4[CH2:22][CH2:21][CH:20]([NH:23][C:24](=[O:30])[O:25][C:26]([CH3:29])([CH3:28])[CH3:27])[CH2:19][CH2:18]4)[C:6]=3[C:5]1=2.[CH2:31]([Mg]Br)[CH3:32]. Product: [OH:1][CH:2]([CH2:31][CH3:32])[CH2:3][C@H:4]1[CH2:15][CH2:14][C:13]2[S:12][C:11]3[N:10]=[CH:9][N:8]=[C:7]([NH:16][CH:17]4[CH2:18][CH2:19][CH:20]([NH:23][C:24](=[O:30])[O:25][C:26]([CH3:27])([CH3:29])[CH3:28])[CH2:21][CH2:22]4)[C:6]=3[C:5]1=2. The catalyst class is: 1. (5) Reactant: Cl.[NH2:2][OH:3].C(N(CC)CC)C.[C:11]([C:13]1[CH:14]=[C:15]([NH:19][CH:20]([C:36]2[CH:41]=[CH:40][CH:39]=[CH:38][CH:37]=2)[C:21]([NH:23][C:24]2[CH:29]=[CH:28][C:27]([N:30]3[CH2:35][CH2:34][O:33][CH2:32][CH2:31]3)=[CH:26][CH:25]=2)=[O:22])[CH:16]=[CH:17][CH:18]=1)#[N:12]. Product: [OH:3][NH:2][C:11]([C:13]1[CH:14]=[C:15]([NH:19][CH:20]([C:36]2[CH:41]=[CH:40][CH:39]=[CH:38][CH:37]=2)[C:21]([NH:23][C:24]2[CH:29]=[CH:28][C:27]([N:30]3[CH2:31][CH2:32][O:33][CH2:34][CH2:35]3)=[CH:26][CH:25]=2)=[O:22])[CH:16]=[CH:17][CH:18]=1)=[NH:12]. The catalyst class is: 5.